This data is from Forward reaction prediction with 1.9M reactions from USPTO patents (1976-2016). The task is: Predict the product of the given reaction. (1) Given the reactants [CH2:1]([O:3][CH:4]([C:11]1[CH:16]=[CH:15][C:14]([OH:17])=[CH:13][CH:12]=1)[CH2:5][C:6]([O:8][CH2:9][CH3:10])=[O:7])[CH3:2].[CH:18]([O:21][C:22]1[CH:23]=[C:24]([CH:27]=[CH:28][CH:29]=1)[CH2:25]O)([CH3:20])[CH3:19].C1(P(C2C=CC=CC=2)C2C=CC=CC=2)C=CC=CC=1.C1(C)C=CC=CC=1.N(C(OCC)=O)=NC(OCC)=O, predict the reaction product. The product is: [CH2:1]([O:3][CH:4]([C:11]1[CH:12]=[CH:13][C:14]([O:17][CH2:25][C:24]2[CH:27]=[CH:28][CH:29]=[C:22]([O:21][CH:18]([CH3:20])[CH3:19])[CH:23]=2)=[CH:15][CH:16]=1)[CH2:5][C:6]([O:8][CH2:9][CH3:10])=[O:7])[CH3:2]. (2) The product is: [NH2:36][C:23]1[N:22]=[CH:21][N:20]=[C:19]2[C:24]=1[N:25]=[C:26]([S:27][C:28]1[CH:33]=[C:32]([Cl:34])[CH:31]=[C:30]([Cl:35])[CH:29]=1)[N:18]2[CH2:17][CH2:16][CH2:15][NH:14][CH2:13][CH2:12][CH2:11][CH2:10][CH2:9][CH2:8][NH2:7]. Given the reactants C(OC(=O)[NH:7][CH2:8][CH2:9][CH2:10][CH2:11][CH2:12][CH2:13][NH:14][CH2:15][CH2:16][CH2:17][N:18]1[C:26]([S:27][C:28]2[CH:33]=[C:32]([Cl:34])[CH:31]=[C:30]([Cl:35])[CH:29]=2)=[N:25][C:24]2[C:19]1=[N:20][CH:21]=[N:22][C:23]=2[NH2:36])(C)(C)C, predict the reaction product. (3) Given the reactants Br[C:2]1[CH:26]=[CH:25][C:5]([CH2:6][C@@:7]2([CH3:24])[N:11]3[CH:12]=[CH:13][N:14]=[C:10]3[N:9]([C:15]3[CH:20]=[C:19]([Cl:21])[CH:18]=[C:17]([Cl:22])[CH:16]=3)[C:8]2=[O:23])=[CH:4][CH:3]=1.[C:27]([Cu])#[N:28], predict the reaction product. The product is: [C:27]([C:2]1[CH:3]=[CH:4][C:5]([CH2:6][C@@:7]2([CH3:24])[N:11]3[CH:12]=[CH:13][N:14]=[C:10]3[N:9]([C:15]3[CH:20]=[C:19]([Cl:21])[CH:18]=[C:17]([Cl:22])[CH:16]=3)[C:8]2=[O:23])=[CH:25][CH:26]=1)#[N:28]. (4) Given the reactants [NH2:1][C:2]1[CH:7]=[CH:6][C:5]([C:8]2[C:16]3[C:11](=[N:12][CH:13]=[CH:14][CH:15]=3)[NH:10][C:9]=2[C:17]([NH2:19])=[O:18])=[CH:4][CH:3]=1.[F:20][C:21]([F:32])([F:31])[C:22]1[CH:27]=[CH:26][C:25]([N:28]=[C:29]=[O:30])=[CH:24][CH:23]=1, predict the reaction product. The product is: [F:20][C:21]([F:31])([F:32])[C:22]1[CH:23]=[CH:24][C:25]([NH:28][C:29](=[O:30])[NH:1][C:2]2[CH:3]=[CH:4][C:5]([C:8]3[C:16]4[C:11](=[N:12][CH:13]=[CH:14][CH:15]=4)[NH:10][C:9]=3[C:17]([NH2:19])=[O:18])=[CH:6][CH:7]=2)=[CH:26][CH:27]=1. (5) Given the reactants [CH3:1][N:2]1[CH2:7][CH:6]=[C:5](B2OC(C)(C)C(C)(C)O2)[CH2:4][CH2:3]1.[O-]P([O-])([O-])=O.[K+].[K+].[K+].[CH2:25]([O:32][C:33]([NH:35][C:36]1[C:37]([C:47]([NH:49][C:50]2[CH:51]=[N:52][CH:53]=[CH:54][C:55]=2[N:56]2[CH2:61][C@H:60]([CH3:62])[C@H:59]([NH:63][C:64](=[O:67])[O:65][CH3:66])[C@H:58]([NH:68][C:69](=[O:75])[O:70][C:71]([CH3:74])([CH3:73])[CH3:72])[CH2:57]2)=[O:48])=[N:38][C:39]2[C:44]([CH:45]=1)=[CH:43][CH:42]=[C:41](Br)[CH:40]=2)=[O:34])[C:26]1[CH:31]=[CH:30][CH:29]=[CH:28][CH:27]=1, predict the reaction product. The product is: [CH2:25]([O:32][C:33]([NH:35][C:36]1[C:37]([C:47]([NH:49][C:50]2[CH:51]=[N:52][CH:53]=[CH:54][C:55]=2[N:56]2[CH2:61][C@H:60]([CH3:62])[C@H:59]([NH:63][C:64](=[O:67])[O:65][CH3:66])[C@H:58]([NH:68][C:69](=[O:75])[O:70][C:71]([CH3:74])([CH3:73])[CH3:72])[CH2:57]2)=[O:48])=[N:38][C:39]2[C:44]([CH:45]=1)=[CH:43][CH:42]=[C:41]([C:5]1[CH2:6][CH2:7][N:2]([CH3:1])[CH2:3][CH:4]=1)[CH:40]=2)=[O:34])[C:26]1[CH:31]=[CH:30][CH:29]=[CH:28][CH:27]=1. (6) Given the reactants [NH:1]1[CH2:6][CH2:5][O:4][CH2:3][CH2:2]1.[Br:7][C:8]1[CH:15]=[CH:14][C:11]([CH2:12]Br)=[CH:10][CH:9]=1, predict the reaction product. The product is: [Br:7][C:8]1[CH:15]=[CH:14][C:11]([CH2:12][N:1]2[CH2:6][CH2:5][O:4][CH2:3][CH2:2]2)=[CH:10][CH:9]=1. (7) Given the reactants [F:1][C:2]1[CH:7]=[CH:6][CH:5]=[CH:4][C:3]=1[CH2:8][C:9]([OH:11])=O.ON1C2C=CC=CC=2N=N1.Cl.C(N=C=NCCCN(C)C)C.[N:34]1[CH:39]=[CH:38][C:37]([C:40]2[N:44]=[C:43]([NH2:45])[S:42][N:41]=2)=[CH:36][CH:35]=1, predict the reaction product. The product is: [F:1][C:2]1[CH:7]=[CH:6][CH:5]=[CH:4][C:3]=1[CH2:8][C:9]([NH:45][C:43]1[S:42][N:41]=[C:40]([C:37]2[CH:38]=[CH:39][N:34]=[CH:35][CH:36]=2)[N:44]=1)=[O:11]. (8) Given the reactants [CH2:1]([N:3]([CH2:11][C:12]([N:14]1[CH2:19][CH2:18][S:17][C:16]2[CH:20]=[CH:21][C:22]([N+:24]([O-:26])=[O:25])=[CH:23][C:15]1=2)=O)[C:4](=[O:10])[O:5][C:6]([CH3:9])([CH3:8])[CH3:7])[CH3:2].B.O1CCCC1, predict the reaction product. The product is: [CH2:1]([N:3]([CH2:11][CH2:12][N:14]1[CH2:19][CH2:18][S:17][C:16]2[CH:20]=[CH:21][C:22]([N+:24]([O-:26])=[O:25])=[CH:23][C:15]1=2)[C:4](=[O:10])[O:5][C:6]([CH3:9])([CH3:7])[CH3:8])[CH3:2].